Dataset: Full USPTO retrosynthesis dataset with 1.9M reactions from patents (1976-2016). Task: Predict the reactants needed to synthesize the given product. (1) Given the product [SH:11][C:8]1[N:7]([C:12]2[CH:13]=[CH:14][C:15]([CH3:18])=[CH:16][CH:17]=2)[C:6]([C:4]([OH:5])=[O:3])=[CH:10][N:9]=1, predict the reactants needed to synthesize it. The reactants are: C([O:3][C:4]([C:6]1[N:7]([C:12]2[CH:17]=[CH:16][C:15]([CH3:18])=[CH:14][CH:13]=2)[C:8]([SH:11])=[N:9][CH:10]=1)=[O:5])C.O.[OH-].[Li+].Cl. (2) The reactants are: Cl[C:2]1[C:10]2[C:6](=[C:7]([C:13]([O:15][CH2:16][CH3:17])=[O:14])[S:8][C:9]=2[S:11][CH3:12])[CH2:5][CH2:4][C:3]=1[CH:18]=[O:19].C(N(CC)CC)C.[C:27]([O:31][CH2:32][CH3:33])(=[O:30])[CH2:28][SH:29]. Given the product [CH2:32]([O:31][C:27]([CH2:28][S:29][C:2]1[C:10]2[C:6](=[C:7]([C:13]([O:15][CH2:16][CH3:17])=[O:14])[S:8][C:9]=2[S:11][CH3:12])[CH2:5][CH2:4][C:3]=1[CH:18]=[O:19])=[O:30])[CH3:33], predict the reactants needed to synthesize it. (3) Given the product [S:44]([N:41]1[C:38]2[N:39]=[CH:40][C:35]3[N:36]([C:10]([C@@H:12]4[CH2:17][CH2:16][CH2:15][N:14]([C:18]([O:20][CH2:21][CH:22]5[C:23]6[CH:24]=[CH:25][CH:26]=[CH:27][C:28]=6[C:29]6[C:34]5=[CH:33][CH:32]=[CH:31][CH:30]=6)=[O:19])[CH2:13]4)=[CH:9][N:8]=3)[C:37]=2[CH:43]=[CH:42]1)([C:47]1[CH:53]=[CH:52][C:50]([CH3:51])=[CH:49][CH:48]=1)(=[O:45])=[O:46], predict the reactants needed to synthesize it. The reactants are: C(OC([N:8]([C:35]1[N:36]=[C:37]2[CH:43]=[CH:42][N:41]([S:44]([C:47]3[CH:53]=[CH:52][C:50]([CH3:51])=[CH:49][CH:48]=3)(=[O:46])=[O:45])[C:38]2=[N:39][CH:40]=1)[CH2:9][C:10]([C@@H:12]1[CH2:17][CH2:16][CH2:15][N:14]([C:18]([O:20][CH2:21][CH:22]2[C:34]3[CH:33]=[CH:32][CH:31]=[CH:30][C:29]=3[C:28]3[C:23]2=[CH:24][CH:25]=[CH:26][CH:27]=3)=[O:19])[CH2:13]1)=O)=O)(C)(C)C.C(O)(C(F)(F)F)=O.C(OC(C(F)(F)F)=O)(C(F)(F)F)=O. (4) Given the product [C:1]([O:5][C:6](=[O:24])[NH:7][C@H:8]1[CH2:12][CH2:11][N:10]([CH2:13][C:14]2[CH:19]=[C:26]3[C:17]([C:30]([NH2:25])=[N:29][CH:28]=[N:27]3)=[CH:16][CH:15]=2)[C:9]1=[O:23])([CH3:4])([CH3:2])[CH3:3], predict the reactants needed to synthesize it. The reactants are: [C:1]([O:5][C:6](=[O:24])[NH:7][C@H:8]1[CH2:12][CH2:11][N:10]([CH2:13][C:14]2[CH:19]=C[C:17](C#N)=[C:16](N)[CH:15]=2)[C:9]1=[O:23])([CH3:4])([CH3:3])[CH3:2].[N:25]1[CH:30]=[N:29][CH:28]=[N:27][CH:26]=1.C(O)(=O)C.